This data is from Full USPTO retrosynthesis dataset with 1.9M reactions from patents (1976-2016). The task is: Predict the reactants needed to synthesize the given product. (1) Given the product [CH:1]1[CH:2]=[CH:3][C:4]2[S:9][N:8]=[C:7]([N:10]3[CH2:11][CH2:12][N:13]([CH2:16][CH2:17][C:18]4[CH:19]=[C:20]5[CH2:28][C:26](=[O:27])[NH:25][C:21]5=[CH:22][C:23]=4[Cl:24])[CH2:14][CH2:15]3)[C:5]=2[CH:6]=1.[ClH:29], predict the reactants needed to synthesize it. The reactants are: [CH:1]1[CH:2]=[CH:3][C:4]2[S:9][N:8]=[C:7]([N:10]3[CH2:15][CH2:14][N:13]([CH2:16][CH2:17][C:18]4[CH:19]=[C:20]5[CH2:28][C:26](=[O:27])[NH:25][C:21]5=[CH:22][C:23]=4[Cl:24])[CH2:12][CH2:11]3)[C:5]=2[CH:6]=1.[ClH:29]. (2) Given the product [CH3:30][C:15]1[CH:14]=[C:13]([C:10]2[CH:11]=[CH:12][C:7]([CH2:6][CH2:5][C:4]([O:3][CH2:1][CH3:2])=[O:31])=[N:8][CH:9]=2)[CH:18]=[C:17]([NH:19][C:20]2[N:25]=[C:24]([C:26]([F:29])([F:27])[F:28])[CH:23]=[CH:22][N:21]=2)[CH:16]=1, predict the reactants needed to synthesize it. The reactants are: [CH2:1]([O:3][C:4](=[O:31])[CH:5]=[CH:6][C:7]1[CH:12]=[CH:11][C:10]([C:13]2[CH:18]=[C:17]([NH:19][C:20]3[N:25]=[C:24]([C:26]([F:29])([F:28])[F:27])[CH:23]=[CH:22][N:21]=3)[CH:16]=[C:15]([CH3:30])[CH:14]=2)=[CH:9][N:8]=1)[CH3:2]. (3) Given the product [Cl:18][C:19]1[CH:20]=[CH:21][C:22]([C:25]2[CH:26]=[CH:27][C:28]([C:31]#[C:32][C:2]3[CH:3]=[CH:4][C:5]([O:10][CH2:11][CH2:12][N:13]4[CH2:17][CH2:16][CH2:15][CH2:14]4)=[C:6]([CH:9]=3)[CH2:7][NH2:8])=[N:29][CH:30]=2)=[CH:23][CH:24]=1, predict the reactants needed to synthesize it. The reactants are: I[C:2]1[CH:3]=[CH:4][C:5]([O:10][CH2:11][CH2:12][N:13]2[CH2:17][CH2:16][CH2:15][CH2:14]2)=[C:6]([CH:9]=1)[CH2:7][NH2:8].[Cl:18][C:19]1[CH:24]=[CH:23][C:22]([C:25]2[CH:26]=[CH:27][C:28]([C:31]#[CH:32])=[N:29][CH:30]=2)=[CH:21][CH:20]=1. (4) Given the product [CH2:8]([C:7]1[N:6]([C:12]2[CH:17]=[CH:16][CH:15]=[CH:14][CH:13]=2)[N:5]=[C:4]([CH2:18][NH:19][S:33]([C:27]2[CH:32]=[CH:31][CH:30]=[CH:29][CH:28]=2)(=[O:35])=[O:34])[C:3]=1[CH2:1][CH3:2])[CH:9]([CH3:11])[CH3:10], predict the reactants needed to synthesize it. The reactants are: [CH2:1]([C:3]1[C:4]([CH2:18][NH2:19])=[N:5][N:6]([C:12]2[CH:17]=[CH:16][CH:15]=[CH:14][CH:13]=2)[C:7]=1[CH2:8][CH:9]([CH3:11])[CH3:10])[CH3:2].C(N(CC)CC)C.[C:27]1([S:33](Cl)(=[O:35])=[O:34])[CH:32]=[CH:31][CH:30]=[CH:29][CH:28]=1.O. (5) Given the product [CH3:5][O:4][N:3]([CH3:2])[C:27]([C:13]1[C:12](=[O:31])[C:11]([CH3:10])=[CH:16][N:15]([C:17]2[CH:22]=[CH:21][CH:20]=[C:19]([C:23]([F:24])([F:26])[F:25])[CH:18]=2)[N:14]=1)=[O:28], predict the reactants needed to synthesize it. The reactants are: Cl.[CH3:2][NH:3][O:4][CH3:5].C[Al](C)C.[CH3:10][C:11]1[C:12](=[O:31])[C:13]([C:27](OC)=[O:28])=[N:14][N:15]([C:17]2[CH:22]=[CH:21][CH:20]=[C:19]([C:23]([F:26])([F:25])[F:24])[CH:18]=2)[CH:16]=1.